From a dataset of Catalyst prediction with 721,799 reactions and 888 catalyst types from USPTO. Predict which catalyst facilitates the given reaction. (1) Product: [F:1][C:2]1[CH:34]=[C:33]([F:35])[CH:32]=[CH:31][C:3]=1[O:4][C:5]1[N:10]=[C:9]([O:11][C:12]2[CH:17]=[CH:16][C:15]([F:18])=[CH:14][C:13]=2[F:19])[C:8]([C:20]([C:22]2[CH:27]=[C:26]([S:28][CH3:29])[CH:25]=[CH:24][C:23]=2[CH3:30])=[O:21])=[CH:7][N:6]=1. Reactant: [F:1][C:2]1[CH:34]=[C:33]([F:35])[CH:32]=[CH:31][C:3]=1[O:4][C:5]1[N:10]=[C:9]([O:11][C:12]2[CH:17]=[CH:16][C:15]([F:18])=[CH:14][C:13]=2[F:19])[C:8]([CH:20]([C:22]2[CH:27]=[C:26]([S:28][CH3:29])[CH:25]=[CH:24][C:23]=2[CH3:30])[OH:21])=[CH:7][N:6]=1. The catalyst class is: 177. (2) Product: [Cl:47][C:43]1[CH:42]=[C:41]([C@@H:33]([O:34][CH:35]2[CH2:40][CH2:39][CH2:38][CH2:37][O:36]2)[CH2:32][N:8]([CH2:9][CH2:10][C:11]2[CH:12]=[CH:13][C:14]([C:17]3[CH:25]=[C:24]4[C:20]([C:21]([C:29]([NH:64][S:61]([CH3:60])(=[O:63])=[O:62])=[O:31])=[CH:22][N:23]4[CH:26]([CH3:28])[CH3:27])=[CH:19][CH:18]=3)=[CH:15][CH:16]=2)[C:6](=[O:7])[O:5][C:1]([CH3:4])([CH3:2])[CH3:3])[CH:46]=[CH:45][CH:44]=1. The catalyst class is: 9. Reactant: [C:1]([O:5][C:6]([N:8]([CH2:32][C@@H:33]([C:41]1[CH:46]=[CH:45][CH:44]=[C:43]([Cl:47])[CH:42]=1)[O:34][CH:35]1[CH2:40][CH2:39][CH2:38][CH2:37][O:36]1)[CH2:9][CH2:10][C:11]1[CH:16]=[CH:15][C:14]([C:17]2[CH:25]=[C:24]3[C:20]([C:21]([C:29]([OH:31])=O)=[CH:22][N:23]3[CH:26]([CH3:28])[CH3:27])=[CH:19][CH:18]=2)=[CH:13][CH:12]=1)=[O:7])([CH3:4])([CH3:3])[CH3:2].C(N1C=CN=C1)(N1C=CN=C1)=O.[CH3:60][S:61]([NH2:64])(=[O:63])=[O:62].C1CCN2C(=NCCC2)CC1.Cl. (3) Reactant: [H-].[Na+].[I-].[CH3:4][S+](C)(C)=O.[C:9]([O:13][C:14]([NH:16][C:17]1[CH:18]=[CH:19][C:20]([C:33]([C:35]#[N:36])=[CH2:34])=[C:21]([CH:32]=1)[CH2:22][N:23]([CH3:31])[C:24](=[O:30])[O:25][C:26]([CH3:29])([CH3:28])[CH3:27])=[O:15])([CH3:12])([CH3:11])[CH3:10]. Product: [C:9]([O:13][C:14]([NH:16][C:17]1[CH:18]=[CH:19][C:20]([C:33]2([C:35]#[N:36])[CH2:4][CH2:34]2)=[C:21]([CH:32]=1)[CH2:22][N:23]([CH3:31])[C:24](=[O:30])[O:25][C:26]([CH3:27])([CH3:28])[CH3:29])=[O:15])([CH3:10])([CH3:11])[CH3:12]. The catalyst class is: 16. (4) Reactant: N=[CH:2][C:3](=[O:21])[CH2:4][N:5]1[C:9]2[CH:10]=[CH:11][CH:12]=[CH:13][C:8]=2[N:7]([C:14]2[CH:19]=[CH:18][CH:17]=[CH:16][N:15]=2)[C:6]1=[O:20].CC1(C)O[O:24]1. Product: [O:21]=[C:3]([CH2:4][N:5]1[C:9]2[CH:10]=[CH:11][CH:12]=[CH:13][C:8]=2[N:7]([C:14]2[CH:19]=[CH:18][CH:17]=[CH:16][N:15]=2)[C:6]1=[O:20])[CH:2]=[O:24]. The catalyst class is: 21. (5) Reactant: [C:1]([C:3]1[C:4]2[S:15][C:14]([CH3:16])=[CH:13][C:5]=2[NH:6][C:7]=1[C:8]([O:10][CH2:11][CH3:12])=[O:9])#[N:2].[Br:17]N1C(=O)CCC1=O.C(O)(=O)C.C(=O)([O-])O.[Na+]. Product: [Br:17][C:13]1[C:5]2[NH:6][C:7]([C:8]([O:10][CH2:11][CH3:12])=[O:9])=[C:3]([C:1]#[N:2])[C:4]=2[S:15][C:14]=1[CH3:16]. The catalyst class is: 22. (6) Reactant: [Li]CCCC.CCCCCC.CC1(C)CCCC(C)(C)N1.[CH:22]1([CH2:28][C:29]2[N:30]([C:34]([O:36][C:37]([CH3:40])([CH3:39])[CH3:38])=[O:35])[CH:31]=[CH:32][CH:33]=2)[CH2:27][CH2:26][CH2:25][CH2:24][CH2:23]1.Cl[C:42]([O:44][CH3:45])=[O:43].[NH4+].[Cl-]. Product: [CH:22]1([CH2:28][C:29]2[N:30]([C:34]([O:36][C:37]([CH3:40])([CH3:39])[CH3:38])=[O:35])[C:31]([C:42]([O:44][CH3:45])=[O:43])=[CH:32][CH:33]=2)[CH2:23][CH2:24][CH2:25][CH2:26][CH2:27]1. The catalyst class is: 1. (7) Reactant: Cl[C:2]1[C:6]([C:7]2[CH:12]=[CH:11][CH:10]=[CH:9][CH:8]=2)=[N:5][S:4][N:3]=1.C[Si]([N-:17][Si](C)(C)C)(C)C.[Li+].Cl. Product: [NH2:17][C:2]1[C:6]([C:7]2[CH:12]=[CH:11][CH:10]=[CH:9][CH:8]=2)=[N:5][S:4][N:3]=1. The catalyst class is: 1.